From a dataset of Catalyst prediction with 721,799 reactions and 888 catalyst types from USPTO. Predict which catalyst facilitates the given reaction. (1) Reactant: [CH2:1]([O:8][N:9]1[C:15](=[O:16])[N:14]2[CH2:17][C@H:10]1[CH2:11][CH2:12][C@H:13]2[C:18]([O:20]C)=[O:19])[C:2]1[CH:7]=[CH:6][CH:5]=[CH:4][CH:3]=1.O1CCCC1.[OH-].[Li+]. Product: [CH2:1]([O:8][N:9]1[C:15](=[O:16])[N:14]2[CH2:17][C@H:10]1[CH2:11][CH2:12][C@H:13]2[C:18]([OH:20])=[O:19])[C:2]1[CH:7]=[CH:6][CH:5]=[CH:4][CH:3]=1. The catalyst class is: 6. (2) Reactant: [N+]([C:4]1[CH:9]=[CH:8][N+:7]([O-:10])=[CH:6][CH:5]=1)([O-])=O.[CH2:11]([O-:13])[CH3:12].[Na+]. Product: [CH2:11]([O:13][C:4]1[CH:9]=[CH:8][N+:7]([O-:10])=[CH:6][CH:5]=1)[CH3:12]. The catalyst class is: 1. (3) Reactant: CS(Cl)(=O)=O.[CH2:6]([N:8]([C:14]1[CH:19]=[CH:18][CH:17]=[CH:16][CH:15]=1)[CH2:9][CH:10]([OH:13])[CH2:11]O)[CH3:7].C(N(CC)CC)C.C[O-].[Na+]. Product: [CH2:6]([N:8]([CH2:9][CH:10]1[CH2:11][O:13]1)[C:14]1[CH:19]=[CH:18][CH:17]=[CH:16][CH:15]=1)[CH3:7]. The catalyst class is: 793. (4) Reactant: [C:1]([C:3]1[C:4]([O:27][CH3:28])=[C:5]2[C:10](=[CH:11][CH:12]=1)[CH:9]([CH2:13][N:14]1[CH2:19][CH2:18][N:17](C(OC(C)(C)C)=O)[CH2:16][CH2:15]1)[O:8][CH2:7][CH2:6]2)#[N:2].C(O)(C(F)(F)F)=O. Product: [CH3:28][O:27][C:4]1[C:3]([C:1]#[N:2])=[CH:12][CH:11]=[C:10]2[C:5]=1[CH2:6][CH2:7][O:8][CH:9]2[CH2:13][N:14]1[CH2:19][CH2:18][NH:17][CH2:16][CH2:15]1. The catalyst class is: 2.